From a dataset of Full USPTO retrosynthesis dataset with 1.9M reactions from patents (1976-2016). Predict the reactants needed to synthesize the given product. (1) Given the product [CH3:27][O:26][C:23]1[CH:24]=[CH:25][C:20]([CH2:19][CH2:18][CH:9]2[NH:8][CH2:17][CH2:16][C:15]3[N:14]=[CH:13][CH:12]=[CH:11][C:10]2=3)=[CH:21][CH:22]=1, predict the reactants needed to synthesize it. The reactants are: C([N:8]1[CH:17]=[CH:16][C:15]2[N:14]=[CH:13][CH:12]=[CH:11][C:10]=2[CH:9]1[CH2:18][CH2:19][C:20]1[CH:25]=[CH:24][C:23]([O:26][CH3:27])=[CH:22][CH:21]=1)C1C=CC=CC=1. (2) Given the product [CH3:29][O:1][C:2]1[C:3](=[O:28])[CH:4]=[C:5]([CH2:12][CH2:13][CH:14]2[CH2:18][O:17][C:16]([CH3:19])([CH3:20])[N:15]2[C:21]([O:23][C:24]([CH3:27])([CH3:26])[CH3:25])=[O:22])[O:6][C:7]=1[C:8]([O:10][CH3:11])=[O:9], predict the reactants needed to synthesize it. The reactants are: [OH:1][C:2]1[C:3](=[O:28])[CH:4]=[C:5]([CH2:12][CH2:13][CH:14]2[CH2:18][O:17][C:16]([CH3:20])([CH3:19])[N:15]2[C:21]([O:23][C:24]([CH3:27])([CH3:26])[CH3:25])=[O:22])[O:6][C:7]=1[C:8]([O:10][CH3:11])=[O:9].[CH2:29](Cl)Cl.CO.C[Si](C=[N+]=[N-])(C)C.